The task is: Predict which catalyst facilitates the given reaction.. This data is from Catalyst prediction with 721,799 reactions and 888 catalyst types from USPTO. Reactant: [CH2:1]([O:3][C:4]([C:6]1[N:7]=[CH:8][N:9]2[C:15]=1[CH2:14][N:13]([C:16](=[O:37])[CH2:17][C@H:18]([NH:29]C(OC(C)(C)C)=O)[CH2:19][C:20]1[CH:25]=[C:24]([F:26])[C:23]([F:27])=[CH:22][C:21]=1[F:28])[CH2:12][C:11]1[CH:38]=[CH:39][CH:40]=[CH:41][C:10]2=1)=[O:5])[CH3:2].[F:42][C:43]([F:48])([F:47])[C:44]([OH:46])=[O:45]. Product: [F:42][C:43]([F:48])([F:47])[C:44]([OH:46])=[O:45].[CH2:1]([O:3][C:4]([C:6]1[N:7]=[CH:8][N:9]2[C:15]=1[CH2:14][N:13]([C:16](=[O:37])[CH2:17][C@H:18]([NH2:29])[CH2:19][C:20]1[CH:25]=[C:24]([F:26])[C:23]([F:27])=[CH:22][C:21]=1[F:28])[CH2:12][C:11]1[CH:38]=[CH:39][CH:40]=[CH:41][C:10]2=1)=[O:5])[CH3:2]. The catalyst class is: 2.